From a dataset of Full USPTO retrosynthesis dataset with 1.9M reactions from patents (1976-2016). Predict the reactants needed to synthesize the given product. (1) Given the product [CH3:1][O:2][C:3]([C:5]1[S:18][C:8]2[N:9]=[C:10]([S:14]([CH3:17])(=[O:16])=[O:15])[N:11]=[CH:12][C:7]=2[CH:6]=1)=[O:4], predict the reactants needed to synthesize it. The reactants are: [CH3:1][O:2][C:3]([C:5]1[S:18][C:8]2[N:9]=[C:10]([S:14]([CH3:17])(=[O:16])=[O:15])[N:11]=[C:12](Cl)[C:7]=2[CH:6]=1)=[O:4].N#N. (2) Given the product [Br:1][C:2]1[CH:3]=[C:4]([CH:18]=[CH:19][CH:20]=1)[CH2:5][CH:6]1[C:13]2[CH:12]=[C:11]([C:14]([OH:16])=[O:15])[NH:10][C:9]=2[CH2:8][CH2:7]1, predict the reactants needed to synthesize it. The reactants are: [Br:1][C:2]1[CH:3]=[C:4]([CH:18]=[CH:19][CH:20]=1)[CH2:5][CH:6]1[C:13]2[CH:12]=[C:11]([C:14]([O:16]C)=[O:15])[NH:10][C:9]=2[CH2:8][CH2:7]1.[OH-].[Li+].CO. (3) The reactants are: [Cl:1][C:2]1[C:7]([Cl:8])=[C:6]([F:9])[CH:5]=[CH:4][C:3]=1[N:10]=[C:11]=[S:12].[CH3:13][C:14]1[C:19]([CH2:20][NH2:21])=[CH:18][CH:17]=[CH:16][N:15]=1.CO[C@@H]1[C@@H](C(OC)=O)[C@@H]2[C@@H](CN3[C@H](C2)C2NC4C=C(OC)C=CC=4C=2CC3)C[C@H]1OC(C1C=C(OC)C(OC)=C(OC)C=1)=O. Given the product [Cl:1][C:2]1[C:7]([Cl:8])=[C:6]([F:9])[CH:5]=[CH:4][C:3]=1[NH:10][C:11]([NH:21][CH2:20][C:19]1[C:14]([CH3:13])=[N:15][CH:16]=[CH:17][CH:18]=1)=[S:12], predict the reactants needed to synthesize it. (4) Given the product [Cl:1][C:2]1[S:6][C:5]([S:7]([N:10]([C:11]2[C:19]3[C:14](=[CH:15][CH:16]=[CH:17][C:18]=3[O:20][CH3:21])[NH:13][N:12]=2)[CH2:29][O:30][CH2:31][CH2:32][Si:33]([CH3:36])([CH3:34])[CH3:35])(=[O:9])=[O:8])=[CH:4][CH:3]=1, predict the reactants needed to synthesize it. The reactants are: [Cl:1][C:2]1[S:6][C:5]([S:7]([N:10]([CH2:29][O:30][CH2:31][CH2:32][Si:33]([CH3:36])([CH3:35])[CH3:34])[C:11]2[C:19]3[C:14](=[CH:15][CH:16]=[CH:17][C:18]=3[O:20][CH3:21])[N:13](C(OC(C)(C)C)=O)[N:12]=2)(=[O:9])=[O:8])=[CH:4][CH:3]=1.C(=O)([O-])[O-].[Na+].[Na+].C(Cl)Cl.